Dataset: Full USPTO retrosynthesis dataset with 1.9M reactions from patents (1976-2016). Task: Predict the reactants needed to synthesize the given product. (1) Given the product [CH2:12]([O:19][C:20]1[CH:25]=[CH:24][C:23]([S:26]([NH:1][C@@H:2]2[CH2:6][CH2:5][CH2:4][C@:3]2([F:11])[C:7]([O:9][CH3:10])=[O:8])(=[O:28])=[O:27])=[CH:22][CH:21]=1)[C:13]1[CH:14]=[CH:15][CH:16]=[CH:17][CH:18]=1, predict the reactants needed to synthesize it. The reactants are: [NH2:1][C@@H:2]1[CH2:6][CH2:5][CH2:4][C@:3]1([F:11])[C:7]([O:9][CH3:10])=[O:8].[CH2:12]([O:19][C:20]1[CH:25]=[CH:24][C:23]([S:26](Cl)(=[O:28])=[O:27])=[CH:22][CH:21]=1)[C:13]1[CH:18]=[CH:17][CH:16]=[CH:15][CH:14]=1.C(=O)(O)[O-].[Na+]. (2) Given the product [C:15]([C:12]1[N:13]=[CH:14][C:8]2[N:7]([CH2:17][O:18][CH2:19][CH2:20][Si:21]([CH3:24])([CH3:23])[CH3:22])[C:6]3[N:5]=[CH:4][CH:3]=[C:2]([N:25]4[CH2:30][CH2:29][CH2:28][C@H:27]([NH:31][C:32](=[O:38])[O:33][C:34]([CH3:36])([CH3:35])[CH3:37])[CH2:26]4)[C:10]=3[C:9]=2[CH:11]=1)#[N:16], predict the reactants needed to synthesize it. The reactants are: Cl[C:2]1[C:10]2[C:9]3[CH:11]=[C:12]([C:15]#[N:16])[N:13]=[CH:14][C:8]=3[N:7]([CH2:17][O:18][CH2:19][CH2:20][Si:21]([CH3:24])([CH3:23])[CH3:22])[C:6]=2[N:5]=[CH:4][CH:3]=1.[NH:25]1[CH2:30][CH2:29][CH2:28][C@H:27]([NH:31][C:32](=[O:38])[O:33][C:34]([CH3:37])([CH3:36])[CH3:35])[CH2:26]1.